From a dataset of Full USPTO retrosynthesis dataset with 1.9M reactions from patents (1976-2016). Predict the reactants needed to synthesize the given product. (1) Given the product [C:1]([O:5][C:6]([N:8]1[CH2:12][CH2:11][CH:10]([O:13][S:22]([CH3:21])(=[O:24])=[O:23])[CH2:9]1)=[O:7])([CH3:4])([CH3:2])[CH3:3], predict the reactants needed to synthesize it. The reactants are: [C:1]([O:5][C:6]([N:8]1[CH2:12][CH2:11][C@H:10]([OH:13])[CH2:9]1)=[O:7])([CH3:4])([CH3:3])[CH3:2].CCN(CC)CC.[CH3:21][S:22](Cl)(=[O:24])=[O:23]. (2) Given the product [ClH:31].[Cl:31][CH2:27][C:19]1[CH:18]=[C:17]([NH:16][C:11]2[N:10]=[C:9]([C:3]3[CH:4]=[CH:5][C:6]([F:8])=[CH:7][C:2]=3[F:1])[C:14]([F:15])=[CH:13][N:12]=2)[CH:22]=[C:21]([C:23]([F:26])([F:25])[F:24])[CH:20]=1, predict the reactants needed to synthesize it. The reactants are: [F:1][C:2]1[CH:7]=[C:6]([F:8])[CH:5]=[CH:4][C:3]=1[C:9]1[C:14]([F:15])=[CH:13][N:12]=[C:11]([NH:16][C:17]2[CH:18]=[C:19]([CH2:27]O)[CH:20]=[C:21]([C:23]([F:26])([F:25])[F:24])[CH:22]=2)[N:10]=1.S(Cl)([Cl:31])=O. (3) Given the product [Si:22]([O:21][CH2:20][C:19]([N:12]1[C:13]2[N:14]=[CH:15][N:16]=[CH:17][C:18]=2[C:10]([C:8]([C:4]2[CH:3]=[C:2]([NH:1][C:40](=[O:41])[CH2:39][C:36]3[CH:37]=[CH:38][C:33]([C:31]#[N:32])=[CH:34][CH:35]=3)[CH:7]=[N:6][CH:5]=2)=[O:9])=[CH:11]1)([CH3:30])[CH3:29])([C:25]([CH3:28])([CH3:27])[CH3:26])([CH3:23])[CH3:24], predict the reactants needed to synthesize it. The reactants are: [NH2:1][C:2]1[CH:3]=[C:4]([C:8]([C:10]2[C:18]3[CH:17]=[N:16][CH:15]=[N:14][C:13]=3[N:12]([C:19]([CH3:30])([CH3:29])[CH2:20][O:21][Si:22]([C:25]([CH3:28])([CH3:27])[CH3:26])([CH3:24])[CH3:23])[CH:11]=2)=[O:9])[CH:5]=[N:6][CH:7]=1.[C:31]([C:33]1[CH:38]=[CH:37][C:36]([CH2:39][C:40](O)=[O:41])=[CH:35][CH:34]=1)#[N:32].CCN(C(C)C)C(C)C. (4) Given the product [OH:27][CH2:26][C:25]([NH:24][C:21]([C:18]1[N:19]=[N:20][C:15]([O:14][CH2:13][C:3]2[C:4]([C:7]3[CH:12]=[CH:11][N:10]=[CH:9][N:8]=3)=[N:5][O:6][C:2]=2[CH3:1])=[CH:16][CH:17]=1)=[O:23])([CH3:29])[CH3:28], predict the reactants needed to synthesize it. The reactants are: [CH3:1][C:2]1[O:6][N:5]=[C:4]([C:7]2[CH:12]=[CH:11][N:10]=[CH:9][N:8]=2)[C:3]=1[CH2:13][O:14][C:15]1[N:20]=[N:19][C:18]([C:21]([OH:23])=O)=[CH:17][CH:16]=1.[NH2:24][C:25]([CH3:29])([CH3:28])[CH2:26][OH:27].